From a dataset of Catalyst prediction with 721,799 reactions and 888 catalyst types from USPTO. Predict which catalyst facilitates the given reaction. Reactant: Cl[C:2]1[N:3]=[C:4]([O:29][C@H:30]2[CH2:34][CH2:33][O:32][CH2:31]2)[C:5]2[C:10]([C:11]3[CH:20]=[CH:19][C:14]4[N:15]=[C:16]([CH3:18])[O:17][C:13]=4[CH:12]=3)=[CH:9][N:8]([CH2:21][O:22][CH2:23][CH2:24][Si:25]([CH3:28])([CH3:27])[CH3:26])[C:6]=2[N:7]=1.[NH2:35][C:36]1[CH:45]=[CH:44][C:39]([C:40]([NH:42][CH3:43])=[O:41])=[CH:38][C:37]=1[Cl:46].CC1(C)C2C(=C(P(C3C=CC=CC=3)C3C=CC=CC=3)C=CC=2)OC2C(P(C3C=CC=CC=3)C3C=CC=CC=3)=CC=CC1=2.C(=O)([O-])[O-].[Cs+].[Cs+]. Product: [Cl:46][C:37]1[CH:38]=[C:39]([CH:44]=[CH:45][C:36]=1[NH:35][C:2]1[N:3]=[C:4]([O:29][C@H:30]2[CH2:34][CH2:33][O:32][CH2:31]2)[C:5]2[C:10]([C:11]3[CH:20]=[CH:19][C:14]4[N:15]=[C:16]([CH3:18])[O:17][C:13]=4[CH:12]=3)=[CH:9][N:8]([CH2:21][O:22][CH2:23][CH2:24][Si:25]([CH3:27])([CH3:26])[CH3:28])[C:6]=2[N:7]=1)[C:40]([NH:42][CH3:43])=[O:41]. The catalyst class is: 62.